Dataset: Peptide-MHC class I binding affinity with 185,985 pairs from IEDB/IMGT. Task: Regression. Given a peptide amino acid sequence and an MHC pseudo amino acid sequence, predict their binding affinity value. This is MHC class I binding data. The peptide sequence is ILLLSVYGI. The MHC is Mamu-A70103 with pseudo-sequence Mamu-A70103. The binding affinity (normalized) is 0.868.